This data is from Reaction yield outcomes from USPTO patents with 853,638 reactions. The task is: Predict the reaction yield, written as a fraction of the theoretical maximum amount of product (1.0 means a 100% yield; for example, 0.34 means a 34% yield). (1) The reactants are [Si:1]([O:8][C:9]1[CH:10]=[C:11]([CH:14]=[CH:15][CH:16]=1)[CH:12]=O)([C:4]([CH3:7])([CH3:6])[CH3:5])([CH3:3])[CH3:2].Cl.[NH2:18][C:19]1([C:24]([O:26][CH2:27][CH3:28])=[O:25])[CH2:23][CH2:22][CH2:21][CH2:20]1. No catalyst specified. The product is [Si:1]([O:8][C:9]1[CH:10]=[C:11]([CH:14]=[CH:15][CH:16]=1)[CH2:12][NH:18][C:19]1([C:24]([O:26][CH2:27][CH3:28])=[O:25])[CH2:23][CH2:22][CH2:21][CH2:20]1)([C:4]([CH3:7])([CH3:6])[CH3:5])([CH3:3])[CH3:2]. The yield is 0.770. (2) The reactants are [CH2:1]([O:8][C:9]1[CH:10]=[C:11]([CH:15]=[CH:16][C:17]=1[N+:18]([O-:20])=[O:19])[C:12]([OH:14])=O)[C:2]1[CH:7]=[CH:6][CH:5]=[CH:4][CH:3]=1.S(Cl)(Cl)=O.[NH2:25][C:26]1[CH:31]=[CH:30][CH:29]=[CH:28][C:27]=1[S:32]([NH2:35])(=[O:34])=[O:33]. The catalyst is C1C=CC=CC=1. The product is [CH2:1]([O:8][C:9]1[CH:10]=[C:11]([CH:15]=[CH:16][C:17]=1[N+:18]([O-:20])=[O:19])[C:12]([NH:25][C:26]1[CH:31]=[CH:30][CH:29]=[CH:28][C:27]=1[S:32](=[O:34])(=[O:33])[NH2:35])=[O:14])[C:2]1[CH:3]=[CH:4][CH:5]=[CH:6][CH:7]=1. The yield is 0.800. (3) The reactants are CC1C=CC=CC=1P(C1C=CC=CC=1C)C1C=CC=CC=1C.CC([O-])(C)C.[Na+].[C:29]([O:33][C:34]([N:36]1[CH2:41][CH2:40][NH:39][C@@H:38]([CH:42]([CH3:44])[CH3:43])[CH2:37]1)=[O:35])([CH3:32])([CH3:31])[CH3:30].[CH2:45]([C:52]1[CH:57]=[CH:56][CH:55]=[C:54](Br)[CH:53]=1)[C:46]1[CH:51]=[CH:50][CH:49]=[CH:48][CH:47]=1. The catalyst is C1(C)C=CC=CC=1.C1C=CC(/C=C/C(/C=C/C2C=CC=CC=2)=O)=CC=1.C1C=CC(/C=C/C(/C=C/C2C=CC=CC=2)=O)=CC=1.C1C=CC(/C=C/C(/C=C/C2C=CC=CC=2)=O)=CC=1.[Pd].[Pd].C(Cl)Cl.CO. The product is [C:29]([O:33][C:34]([N:36]1[CH2:41][CH2:40][N:39]([C:54]2[CH:55]=[CH:56][CH:57]=[C:52]([CH2:45][C:46]3[CH:51]=[CH:50][CH:49]=[CH:48][CH:47]=3)[CH:53]=2)[C@@H:38]([CH:42]([CH3:44])[CH3:43])[CH2:37]1)=[O:35])([CH3:32])([CH3:31])[CH3:30]. The yield is 0.227. (4) The reactants are Br[C:2]1[CH:3]=[C:4]([S:8]([NH:11][C:12]2[CH:21]=[CH:20][C:15]([C:16]([O:18][CH3:19])=[O:17])=[C:14]([OH:22])[CH:13]=2)(=[O:10])=[O:9])[CH:5]=[CH:6][CH:7]=1.[C:23]1(B(O)O)[CH:28]=[CH:27][CH:26]=[CH:25][CH:24]=1. No catalyst specified. The product is [C:2]1([C:23]2[CH:28]=[CH:27][CH:26]=[CH:25][CH:24]=2)[CH:7]=[CH:6][CH:5]=[C:4]([S:8]([NH:11][C:12]2[CH:21]=[CH:20][C:15]([C:16]([O:18][CH3:19])=[O:17])=[C:14]([OH:22])[CH:13]=2)(=[O:10])=[O:9])[CH:3]=1. The yield is 0.700.